From a dataset of Reaction yield outcomes from USPTO patents with 853,638 reactions. Predict the reaction yield, written as a fraction of the theoretical maximum amount of product (1.0 means a 100% yield; for example, 0.34 means a 34% yield). (1) The reactants are [C:1]([O:5][C:6](=[O:33])[N:7]([CH2:9][C:10]1[CH:15]=[C:14]([CH2:16][N:17]2[CH2:22][CH2:21][NH:20][C:19](=[O:23])[CH2:18]2)[CH:13]=[CH:12][C:11]=1[O:24][C:25]1[CH:30]=[CH:29][C:28]([Cl:31])=[C:27]([Cl:32])[CH:26]=1)[CH3:8])([CH3:4])([CH3:3])[CH3:2].[H-].[Na+].Br[CH:37]([CH3:39])[CH3:38]. The catalyst is CN(C=O)C. The product is [C:1]([O:5][C:6](=[O:33])[N:7]([CH2:9][C:10]1[CH:15]=[C:14]([CH2:16][N:17]2[CH2:22][CH2:21][N:20]([CH:37]([CH3:39])[CH3:38])[C:19](=[O:23])[CH2:18]2)[CH:13]=[CH:12][C:11]=1[O:24][C:25]1[CH:30]=[CH:29][C:28]([Cl:31])=[C:27]([Cl:32])[CH:26]=1)[CH3:8])([CH3:4])([CH3:2])[CH3:3]. The yield is 0.410. (2) The reactants are C[Si](C)(C)CC[O:5][C:6](=[O:49])[CH:7]([CH2:33][CH:34]=[CH:35][CH2:36][P:37]([O:41][CH:42]([C:44]([O:46][CH2:47][CH3:48])=[O:45])[CH3:43])([O:39][CH3:40])=[O:38])[CH2:8][C:9]([CH3:32])=[CH:10][CH2:11][C:12]1[C:13]([O:25]CC[Si](C)(C)C)=[C:14]2[C:18](=[C:19]([CH3:23])[C:20]=1[O:21][CH3:22])[CH2:17][O:16][C:15]2=[O:24].CCCC[N+](CCCC)(CCCC)CCCC.[F-]. The catalyst is C1COCC1. The product is [CH2:47]([O:46][C:44]([CH:42]([O:41][P:37]([CH2:36][CH:35]=[CH:34][CH2:33][CH:7]([CH2:8][C:9]([CH3:32])=[CH:10][CH2:11][C:12]1[C:13]([OH:25])=[C:14]2[C:18](=[C:19]([CH3:23])[C:20]=1[O:21][CH3:22])[CH2:17][O:16][C:15]2=[O:24])[C:6]([OH:49])=[O:5])([O:39][CH3:40])=[O:38])[CH3:43])=[O:45])[CH3:48]. The yield is 0.770. (3) The reactants are [CH2:1]([O:3][C:4]([C:6]1([C:9]2[CH:14]=[CH:13][C:12]([C:15]3[CH:20]=[CH:19][C:18]([C:21]4[S:22][CH:23]=[CH:24][C:25]=4[C:26](=[O:28])[NH2:27])=[CH:17][CH:16]=3)=[CH:11][CH:10]=2)[CH2:8][CH2:7]1)=[O:5])[CH3:2].[Cl:29]N1C(=O)CCC1=O.O. The catalyst is CN(C)C=O. The product is [CH2:1]([O:3][C:4]([C:6]1([C:9]2[CH:10]=[CH:11][C:12]([C:15]3[CH:20]=[CH:19][C:18]([C:21]4[S:22][C:23]([Cl:29])=[CH:24][C:25]=4[C:26](=[O:28])[NH2:27])=[CH:17][CH:16]=3)=[CH:13][CH:14]=2)[CH2:8][CH2:7]1)=[O:5])[CH3:2]. The yield is 0.770. (4) The reactants are [OH-].[Na+].[Br:3][C:4]1[CH:5]=[C:6]([C:16]([O:18]CC)=O)[C:7]2[CH:12]=[N:11][N:10]([CH:13]([CH3:15])[CH3:14])[C:8]=2[N:9]=1.[NH2:21][CH2:22][C:23]1[C:24](=[O:31])[NH:25][C:26]([CH3:30])=[CH:27][C:28]=1[CH3:29].C1CN([P+](ON2N=NC3C=CC=CC2=3)(N2CCCC2)N2CCCC2)CC1.F[P-](F)(F)(F)(F)F. The catalyst is CCO.CS(C)=O. The product is [Br:3][C:4]1[CH:5]=[C:6]([C:16]([NH:21][CH2:22][C:23]2[C:24](=[O:31])[NH:25][C:26]([CH3:30])=[CH:27][C:28]=2[CH3:29])=[O:18])[C:7]2[CH:12]=[N:11][N:10]([CH:13]([CH3:14])[CH3:15])[C:8]=2[N:9]=1. The yield is 0.680.